From a dataset of Forward reaction prediction with 1.9M reactions from USPTO patents (1976-2016). Predict the product of the given reaction. (1) Given the reactants Cl[C:2]1[N:3]=[N:4][C:5]([C:27]2[CH:32]=[CH:31][CH:30]=[CH:29][C:28]=2[F:33])=[C:6]([C:17]2[CH:22]=[C:21]([O:23][CH3:24])[CH:20]=[C:19]([O:25][CH3:26])[CH:18]=2)[C:7]=1[C:8]1[C:13]([F:14])=[CH:12][C:11]([F:15])=[CH:10][C:9]=1[F:16].[C:34](=O)([O-])[O-].[Cs+].[Cs+].CB1OB(C)OB(C)O1.O, predict the reaction product. The product is: [CH3:24][O:23][C:21]1[CH:22]=[C:17]([C:6]2[C:7]([C:8]3[C:13]([F:14])=[CH:12][C:11]([F:15])=[CH:10][C:9]=3[F:16])=[C:2]([CH3:34])[N:3]=[N:4][C:5]=2[C:27]2[CH:32]=[CH:31][CH:30]=[CH:29][C:28]=2[F:33])[CH:18]=[C:19]([O:25][CH3:26])[CH:20]=1. (2) Given the reactants [CH3:1][O:2][C:3](=[O:15])[CH2:4][C:5]1[CH:6]=[C:7]2[C:12](=[CH:13][CH:14]=1)[N:11]=[CH:10][CH:9]=[CH:8]2.[Br:16]Br.N1C=CC=CC=1, predict the reaction product. The product is: [CH3:1][O:2][C:3](=[O:15])[CH2:4][C:5]1[CH:6]=[C:7]2[C:12](=[CH:13][CH:14]=1)[N:11]=[CH:10][C:9]([Br:16])=[CH:8]2. (3) Given the reactants [N:1]1[N:5]2[CH2:6][CH2:7][CH2:8][NH:9][C:4]2=[C:3]([CH2:10][CH2:11][C:12]([O:14]CC)=[O:13])[CH:2]=1.Cl, predict the reaction product. The product is: [N:1]1[N:5]2[CH2:6][CH2:7][CH2:8][NH:9][C:4]2=[C:3]([CH2:10][CH2:11][C:12]([OH:14])=[O:13])[CH:2]=1.